This data is from Full USPTO retrosynthesis dataset with 1.9M reactions from patents (1976-2016). The task is: Predict the reactants needed to synthesize the given product. (1) Given the product [Br:1][C:2]1[CH:7]=[CH:6][N:5]=[C:4]([C:13]#[N:14])[CH:3]=1, predict the reactants needed to synthesize it. The reactants are: [Br:1][C:2]1[CH:7]=[CH:6][N+:5]([O-])=[CH:4][CH:3]=1.C[Si]([C:13]#[N:14])(C)C.C(N(CC)CC)C. (2) Given the product [CH3:26][O:20][C:18]([C:6]1[C:7]2[N:11]=[C:10]([C:12]3[CH:17]=[CH:16][CH:15]=[CH:14][CH:13]=3)[NH:9][C:8]=2[C:3]([OH:2])=[CH:4][CH:5]=1)=[O:19], predict the reactants needed to synthesize it. The reactants are: C[O:2][C:3]1[C:8]2[NH:9][C:10]([C:12]3[CH:17]=[CH:16][CH:15]=[CH:14][CH:13]=3)=[N:11][C:7]=2[C:6]([C:18]([OH:20])=[O:19])=[CH:5][CH:4]=1.OS(O)(=O)=O.[CH3:26]O. (3) Given the product [CH2:19]([O:18][C:16]([N:1]1[CH2:5][CH2:4][CH2:3][C@H:2]1[C:6]([OH:8])=[O:7])=[O:17])[CH:20]=[CH2:21], predict the reactants needed to synthesize it. The reactants are: [NH:1]1[CH2:5][CH2:4][CH2:3][C@H:2]1[C:6]([OH:8])=[O:7].C([O-])([O-])=O.[Na+].[Na+].Cl[C:16]([O:18][CH2:19][CH:20]=[CH2:21])=[O:17]. (4) Given the product [Br:15][C:12]1[CH:13]=[CH:14][C:9]([C:2]([CH3:8])([CH3:1])[C@@H:3]([C:4]([OH:6])=[O:5])[NH2:16])=[CH:10][CH:11]=1, predict the reactants needed to synthesize it. The reactants are: [CH3:1][C:2]([C:9]1[CH:14]=[CH:13][C:12]([Br:15])=[CH:11][CH:10]=1)([CH3:8])[C:3](=O)[C:4]([OH:6])=[O:5].[NH3:16].CO.